From a dataset of Catalyst prediction with 721,799 reactions and 888 catalyst types from USPTO. Predict which catalyst facilitates the given reaction. (1) Reactant: [F:1][C:2]([F:21])([F:20])[S:3]([C:6]1[CH:11]=[CH:10][CH:9]=[CH:8][C:7]=1[C:12]1[CH:17]=[CH:16][C:15]([NH2:18])=[C:14]([NH2:19])[CH:13]=1)(=[O:5])=[O:4].Cl.C(O[C:26](=N)[CH2:27][O:28][C:29]1[CH:34]=[CH:33][C:32]([C:35]([F:38])([F:37])[F:36])=[CH:31][CH:30]=1)C. Product: [F:21][C:2]([F:20])([F:1])[S:3]([C:6]1[CH:11]=[CH:10][CH:9]=[CH:8][C:7]=1[C:12]1[CH:17]=[CH:16][C:15]2[NH:18][C:26]([CH2:27][O:28][C:29]3[CH:34]=[CH:33][C:32]([C:35]([F:36])([F:37])[F:38])=[CH:31][CH:30]=3)=[N:19][C:14]=2[CH:13]=1)(=[O:4])=[O:5]. The catalyst class is: 14. (2) Reactant: [NH2:1][C:2]1[C:6]2[C:7](=[O:32])[N:8]([C:23]3[C:30]([F:31])=[CH:29][CH:28]=[CH:27][C:24]=3[C:25]#[N:26])[CH:9]=[C:10]([C:11]3[CH:15]=[C:14]([C:16]4[CH2:17][CH2:18][O:19][CH2:20][CH:21]=4)[N:13]([CH3:22])[N:12]=3)[C:5]=2[NH:4][N:3]=1. Product: [NH2:1][C:2]1[C:6]2[C:7](=[O:32])[N:8]([C:23]3[C:30]([F:31])=[CH:29][CH:28]=[CH:27][C:24]=3[C:25]#[N:26])[CH:9]=[C:10]([C:11]3[CH:15]=[C:14]([CH:16]4[CH2:17][CH2:18][O:19][CH2:20][CH2:21]4)[N:13]([CH3:22])[N:12]=3)[C:5]=2[NH:4][N:3]=1. The catalyst class is: 603. (3) Reactant: [C:1](=O)([O-])[O-].[Cs+].[Cs+].[C:7]([O:11][C:12](=[O:26])[NH:13][C@@H:14]1[C:20](=[O:21])[NH:19][C:18]2[CH:22]=[CH:23][CH:24]=[CH:25][C:17]=2[CH2:16][CH2:15]1)([CH3:10])([CH3:9])[CH3:8].IC.O. Product: [C:7]([O:11][C:12](=[O:26])[NH:13][C@@H:14]1[C:20](=[O:21])[N:19]([CH3:1])[C:18]2[CH:22]=[CH:23][CH:24]=[CH:25][C:17]=2[CH2:16][CH2:15]1)([CH3:10])([CH3:8])[CH3:9]. The catalyst class is: 9.